Dataset: Retrosynthesis with 50K atom-mapped reactions and 10 reaction types from USPTO. Task: Predict the reactants needed to synthesize the given product. (1) Given the product COc1ccccc1N1CCN(C(=O)[C@H](N)CC2CCCCC2)CC1, predict the reactants needed to synthesize it. The reactants are: COc1ccccc1N1CCN(C(=O)[C@@H](CC2CCCCC2)NC(=O)OC(C)(C)C)CC1. (2) Given the product Cc1nc(Cn2c(=O)sc3cc(F)ccc32)no1, predict the reactants needed to synthesize it. The reactants are: Cc1nc(CCl)no1.O=c1[nH]c2ccc(F)cc2s1. (3) Given the product CC(C)(C)NC(=O)CCNC(=O)OC(C)(C)C, predict the reactants needed to synthesize it. The reactants are: CC(C)(C)N.CC(C)(C)OC(=O)NCCC(=O)O. (4) The reactants are: CC(C)[Si](Oc1ccc(-n2nc(C(C)(C)C)cc2N)cc1CO)(C(C)C)C(C)C.O=C(Cl)OCC(Cl)(Cl)Cl. Given the product CC(C)[Si](Oc1ccc(-n2nc(C(C)(C)C)cc2NC(=O)OCC(Cl)(Cl)Cl)cc1CO)(C(C)C)C(C)C, predict the reactants needed to synthesize it. (5) Given the product COc1cnc2ccc(C(C)C(=O)O)cc2c1, predict the reactants needed to synthesize it. The reactants are: COc1cnc2ccc(C(C)C(=O)OC(C)(C)C)cc2c1. (6) Given the product CC1CC(c2ccccc2Cl)=CCN1C(=O)c1cc2ncc(Cl)cn2n1, predict the reactants needed to synthesize it. The reactants are: CC1CC(c2ccccc2Cl)=CCN1.O=C(O)c1cc2ncc(Cl)cn2n1. (7) Given the product Cc1c(-c2ccnn2-c2ccc(C#N)cc2)cn2ccnc2c1-c1cccc(C(F)(F)F)c1, predict the reactants needed to synthesize it. The reactants are: CCCC[Sn](CCCC)(CCCC)c1ccnn1-c1ccc(C#N)cc1.Cc1c(Br)cn2ccnc2c1-c1cccc(C(F)(F)F)c1. (8) Given the product Cc1onc(-c2ccc(F)cn2)c1COc1ccc(C(=O)N2CCOCC2)cn1, predict the reactants needed to synthesize it. The reactants are: C1COCCN1.Cc1onc(-c2ccc(F)cn2)c1COc1ccc(C(=O)O)cn1.